From a dataset of Full USPTO retrosynthesis dataset with 1.9M reactions from patents (1976-2016). Predict the reactants needed to synthesize the given product. (1) Given the product [C:33]1([CH3:32])[CH:34]=[CH:35][C:36]([S:39]([OH:42])(=[O:40])=[O:41])=[CH:37][CH:38]=1, predict the reactants needed to synthesize it. The reactants are: C(OC(NC[C@@H](N(C(OCC[Si](C)(C)C)=O)CC(N)=O)CC1CCCCC1)=O)(C)(C)C.[CH3:32][C:33]1[CH:34]=[CH:35][C:36]([S:39]([OH:42])(=[O:41])=[O:40])=[CH:37][CH:38]=1.O. (2) Given the product [Br:16][C:14]1[N:13]([CH:17]([CH3:18])[CH3:19])[C:12]2[CH:20]([C:21]3[CH:26]=[CH:25][C:24]([Cl:27])=[CH:23][N:22]=3)[N:28]([C:29]3[CH:34]=[CH:33][C:32]([F:35])=[C:31]([Cl:36])[CH:30]=3)[C:9](=[O:8])[C:11]=2[CH:15]=1, predict the reactants needed to synthesize it. The reactants are: [Cl-].C([Al+]CC)C.C[O:8][C:9]([C:11]1[CH:15]=[C:14]([Br:16])[N:13]([CH:17]([CH3:19])[CH3:18])[C:12]=1[CH:20]([NH:28][C:29]1[CH:34]=[CH:33][C:32]([F:35])=[C:31]([Cl:36])[CH:30]=1)[C:21]1[CH:26]=[CH:25][C:24]([Cl:27])=[CH:23][N:22]=1)=O. (3) Given the product [CH:29]1([N:24]2[CH2:23][CH2:22][C:21]3[CH:27]=[CH:28][C:18]([N+:15]([O-:17])=[O:16])=[CH:19][C:20]=3[CH2:26][CH2:25]2)[CH2:32][CH2:31][CH2:30]1, predict the reactants needed to synthesize it. The reactants are: C(O[BH-](OC(=O)C)OC(=O)C)(=O)C.[Na+].[N+:15]([C:18]1[CH:28]=[CH:27][C:21]2[CH2:22][CH2:23][NH:24][CH2:25][CH2:26][C:20]=2[CH:19]=1)([O-:17])=[O:16].[C:29]1(=O)[CH2:32][CH2:31][CH2:30]1.